Task: Predict the reactants needed to synthesize the given product.. Dataset: Full USPTO retrosynthesis dataset with 1.9M reactions from patents (1976-2016) (1) Given the product [CH3:31][C:29]1([CH3:32])[CH2:28][C:27]([CH3:33])([CH3:34])[CH2:26][CH:25]([C:15]2[CH:16]=[C:17]([C:20]3[S:21][CH:22]=[CH:23][N:24]=3)[CH:18]=[CH:19][C:14]=2[N:11]2[CH2:12][CH2:13][NH:8][CH2:9][CH2:10]2)[CH2:30]1, predict the reactants needed to synthesize it. The reactants are: C(OC([N:8]1[CH2:13][CH2:12][N:11]([C:14]2[CH:19]=[CH:18][C:17]([C:20]3[S:21][CH:22]=[CH:23][N:24]=3)=[CH:16][C:15]=2[CH:25]2[CH2:30][C:29]([CH3:32])([CH3:31])[CH2:28][C:27]([CH3:34])([CH3:33])[CH2:26]2)[CH2:10][CH2:9]1)=O)(C)(C)C.FC(F)(F)C(O)=O.ClCCl.[OH-].[Na+]. (2) Given the product [NH2:1][N:2]1[C:6]([C:7]([OH:9])=[O:8])=[CH:5][N:4]=[C:3]1[C:11]1[CH:16]=[CH:15][C:14]([F:17])=[CH:13][CH:12]=1, predict the reactants needed to synthesize it. The reactants are: [NH2:1][N:2]1[C:6]([C:7]([O:9]C)=[O:8])=[CH:5][N:4]=[C:3]1[C:11]1[CH:16]=[CH:15][C:14]([F:17])=[CH:13][CH:12]=1.O1CCCC1.[OH-].[Li+].Cl. (3) Given the product [NH2:22][CH:19]1[CH2:20][CH2:21][N:16]([CH2:15][CH:13]2[N:5]3[C:6](=[O:12])[CH:7]=[N:8][C:9]4[CH:10]=[CH:11][C:2]([F:1])=[C:3]([C:4]=43)[CH2:14]2)[CH2:17][CH2:18]1, predict the reactants needed to synthesize it. The reactants are: [F:1][C:2]1[CH:11]=[CH:10][C:9]2[N:8]=[CH:7][C:6](=[O:12])[N:5]3[CH:13]([CH2:15][N:16]4[CH2:21][CH2:20][CH:19]([NH:22]C(=O)OC(C)(C)C)[CH2:18][CH2:17]4)[CH2:14][C:3]=1[C:4]=23.Cl. (4) Given the product [F:28][C:27]([F:30])([F:29])[C:25]([O-:31])=[O:26].[Cl:1][C:2]1[C:6]([Cl:7])=[C:5]([CH3:8])[NH:4][C:3]=1[C:9]([NH:11][CH:12]1[CH2:17][CH2:16][NH2+:15][CH2:14][CH2:13]1)=[O:10], predict the reactants needed to synthesize it. The reactants are: [Cl:1][C:2]1[C:6]([Cl:7])=[C:5]([CH3:8])[NH:4][C:3]=1[C:9]([NH:11][CH:12]1[CH2:17][CH2:16][N:15](C(OC(C)(C)C)=O)[CH2:14][CH2:13]1)=[O:10].[C:25]([OH:31])([C:27]([F:30])([F:29])[F:28])=[O:26]. (5) Given the product [NH2:1][C:2]1[C:7]([C:8]#[N:9])=[C:6]([NH:10][C@H:11]([C:13]2[N:17]([CH:18]3[CH2:21][CH:20]([OH:22])[CH2:19]3)[C:16]3[CH:30]=[C:31]([F:34])[CH:32]=[CH:33][C:15]=3[N:14]=2)[CH3:12])[N:5]=[CH:4][N:3]=1, predict the reactants needed to synthesize it. The reactants are: [NH2:1][C:2]1[C:7]([C:8]#[N:9])=[C:6]([NH:10][C@H:11]([C:13]2[N:17]([CH:18]3[CH2:21][CH:20]([O:22]CC4C=CC=CC=4)[CH2:19]3)[C:16]3[CH:30]=[C:31]([F:34])[CH:32]=[CH:33][C:15]=3[N:14]=2)[CH3:12])[N:5]=[CH:4][N:3]=1.B(Br)(Br)Br. (6) Given the product [Cl:62][C:49]1[CH:48]=[CH:50][C:52]([CH2:53][CH:54]([NH:59][C:39]([CH:31]2[CH2:30][C:29]3[C:34](=[CH:35][CH:36]=[C:27]([OH:26])[CH:28]=3)[C:33]([CH3:37])([CH3:38])[NH:32]2)=[O:41])[C:1](=[O:3])[N:8]2[CH2:9][CH2:10][N:11]([C:14]3[CH:19]=[CH:18][CH:17]=[CH:16][C:15]=3[CH2:20][N:21]3[CH:25]=[N:24][CH:23]=[N:22]3)[CH2:12][CH2:13]2)=[CH:51][CH:56]=1, predict the reactants needed to synthesize it. The reactants are: [C:1]([N:8]1[CH2:13][CH2:12][N:11]([C:14]2[CH:19]=[CH:18][CH:17]=[CH:16][C:15]=2[CH2:20][N:21]2[CH:25]=[N:24][CH:23]=[N:22]2)[CH2:10][CH2:9]1)([O:3]C(C)(C)C)=O.[OH:26][C:27]1[CH:28]=[C:29]2[C:34](=[CH:35][CH:36]=1)[C:33]([CH3:38])([CH3:37])[NH:32][CH:31]([C:39]([OH:41])=O)[CH2:30]2.CCN([CH:48]([CH3:50])[CH3:49])C(C)C.[CH:51]1[CH:52]=[CH:53][C:54]2[N:59](O)N=NC=2[CH:56]=1.C(Cl)[Cl:62]. (7) Given the product [Br:1][C:2]1[CH:7]=[C:6]([CH2:8][NH2:22])[CH:5]=[N:4][CH:3]=1, predict the reactants needed to synthesize it. The reactants are: [Br:1][C:2]1[CH:3]=[N:4][CH:5]=[C:6]([CH2:8]O)[CH:7]=1.S(Cl)(Cl)=O.CCOCC.C(O)C.[NH3:22]. (8) Given the product [F:19][C:18]1[C:2]([C:29]#[C:28][C:26]([OH:30])([C:24]2[N:23]=[CH:22][N:21]([CH3:20])[CH:25]=2)[CH3:27])=[CH:3][C:4]2[C:10]3[N:11]=[C:12]([C:14]([NH2:16])=[O:15])[S:13][C:9]=3[CH2:8][CH2:7][O:6][C:5]=2[CH:17]=1, predict the reactants needed to synthesize it. The reactants are: Br[C:2]1[C:18]([F:19])=[CH:17][C:5]2[O:6][CH2:7][CH2:8][C:9]3[S:13][C:12]([C:14]([NH2:16])=[O:15])=[N:11][C:10]=3[C:4]=2[CH:3]=1.[CH3:20][N:21]1[CH:25]=[C:24]([C:26]([OH:30])([C:28]#[CH:29])[CH3:27])[N:23]=[CH:22]1. (9) Given the product [Cl:11][C:6]1[C:7]([C:8]([N:17]([CH3:16])[CH2:18][C:19]#[CH:20])=[O:10])=[C:2]([Cl:1])[N:3]=[CH:4][N:5]=1, predict the reactants needed to synthesize it. The reactants are: [Cl:1][C:2]1[C:7]([C:8]([OH:10])=O)=[C:6]([Cl:11])[N:5]=[CH:4][N:3]=1.S(Cl)(Cl)=O.[CH3:16][NH:17][CH2:18][C:19]#[CH:20].C(N(CC)CC)C.